Dataset: Full USPTO retrosynthesis dataset with 1.9M reactions from patents (1976-2016). Task: Predict the reactants needed to synthesize the given product. (1) Given the product [Br:10][C:11]1[CH:12]=[C:13]([C:14]2[N:8]=[C:2]([CH3:1])[O:4][N:15]=2)[CH:16]=[CH:17][CH:18]=1, predict the reactants needed to synthesize it. The reactants are: [CH3:1][C:2](C)([O-:4])C.[K+].Cl.[NH2:8]O.[Br:10][C:11]1[CH:12]=[C:13]([CH:16]=[CH:17][CH:18]=1)[C:14]#[N:15]. (2) Given the product [F:1][C:2]1[CH:3]=[C:4]([C:12]2[C:20]3[CH:19]([OH:21])[CH2:18][CH2:17][C:16]=3[CH:15]=[N:14][CH:13]=2)[CH:5]=[CH:6][C:7]=1[C:8]([F:11])([F:10])[F:9], predict the reactants needed to synthesize it. The reactants are: [F:1][C:2]1[CH:3]=[C:4]([C:12]2[C:20]3[C:19](=[O:21])[CH2:18][CH2:17][C:16]=3[CH:15]=[N:14][CH:13]=2)[CH:5]=[CH:6][C:7]=1[C:8]([F:11])([F:10])[F:9].[BH4-].[Na+]. (3) Given the product [Cl:1][C:2]1[CH:3]=[C:4]([N:10]2[C:14]([CH3:15])=[C:13]([O:16][C:17]3[CH:25]=[CH:24][C:20]([C:21]([NH:49][CH2:48][C:47]([F:51])([F:50])[F:46])=[O:22])=[CH:19][CH:18]=3)[C:12]([CH3:26])=[N:11]2)[CH:5]=[CH:6][C:7]=1[C:8]#[N:9], predict the reactants needed to synthesize it. The reactants are: [Cl:1][C:2]1[CH:3]=[C:4]([N:10]2[C:14]([CH3:15])=[C:13]([O:16][C:17]3[CH:25]=[CH:24][C:20]([C:21](O)=[O:22])=[CH:19][CH:18]=3)[C:12]([CH3:26])=[N:11]2)[CH:5]=[CH:6][C:7]=1[C:8]#[N:9].[Cl-].COC1N=C(OC)N=C([N+]2(C)CCOCC2)N=1.Cl.[F:46][C:47]([F:51])([F:50])[CH2:48][NH2:49].C(N(CC)CC)C. (4) Given the product [CH3:1][O:2][C:3](=[O:4])[C:5]1[CH:10]=[CH:9][C:8]([C:15]2[CH:16]=[C:17]([C:25]#[N:26])[C:18]3[C:23](=[CH:22][CH:21]=[CH:20][CH:19]=3)[CH:24]=2)=[CH:7][CH:6]=1, predict the reactants needed to synthesize it. The reactants are: [CH3:1][O:2][C:3]([C:5]1[CH:10]=[CH:9][C:8](B(O)O)=[CH:7][CH:6]=1)=[O:4].Br[C:15]1[CH:16]=[C:17]([C:25]#[N:26])[C:18]2[C:23]([CH:24]=1)=[CH:22][CH:21]=[CH:20][CH:19]=2.C(=O)([O-])[O-].[Cs+].[Cs+].CN(C)C=O. (5) Given the product [CH2:17]([O:1][C:2]1[C:9]([CH3:10])=[CH:8][CH:7]=[CH:6][C:3]=1[CH:4]=[O:5])[C:18]1[CH:23]=[CH:22][CH:21]=[CH:20][CH:19]=1, predict the reactants needed to synthesize it. The reactants are: [OH:1][C:2]1[C:9]([CH3:10])=[CH:8][CH:7]=[CH:6][C:3]=1[CH:4]=[O:5].C(=O)([O-])[O-].[K+].[K+].[CH2:17](Br)[C:18]1[CH:23]=[CH:22][CH:21]=[CH:20][CH:19]=1.O. (6) Given the product [CH2:20]([O:24][C:25]1[CH:30]=[CH:29][C:28]([C:2]2[C:10]3[C:6](=[N:7][N:8]([CH2:11][CH2:12][CH2:13][CH2:14][CH2:15][CH2:16][CH2:17][CH3:18])[N:9]=3)[C:5]([C:40]3[CH:41]=[CH:42][C:43]([O:37][CH2:34][CH:48]([CH3:49])[CH3:47])=[CH:44][CH:45]=3)=[CH:4][CH:3]=2)=[CH:27][CH:26]=1)[CH:21]([CH3:23])[CH3:22], predict the reactants needed to synthesize it. The reactants are: Br[C:2]1[C:10]2[C:6](=[N:7][N:8]([CH2:11][CH2:12][CH2:13][CH2:14][CH2:15][CH2:16][CH2:17][CH3:18])[N:9]=2)[C:5](Br)=[CH:4][CH:3]=1.[CH2:20]([O:24][C:25]1[CH:30]=[CH:29][C:28](B(O)O)=[CH:27][CH:26]=1)[CH:21]([CH3:23])[CH3:22].[C:34](=[O:37])([O-])[O-].[Na+].[Na+].[C:40]1(C)[CH:45]=[CH:44][CH:43]=[CH:42][CH:41]=1.[CH2:47](O)[CH2:48][CH2:49]C. (7) Given the product [NH2:41][C:38]([CH3:40])([CH3:39])[CH2:37][C:36]1[O:49][C:32]([CH2:31][C@@H:12]2[CH2:13][CH2:14][C:15]3[C:20](=[CH:19][CH:18]=[C:17]([C:21]([OH:30])([C:26]([F:27])([F:28])[F:29])[C:22]([F:23])([F:24])[F:25])[CH:16]=3)[N:11]2[S:8]([C:5]2[CH:6]=[CH:7][C:2]([F:1])=[CH:3][CH:4]=2)(=[O:10])=[O:9])=[N:34][N:35]=1, predict the reactants needed to synthesize it. The reactants are: [F:1][C:2]1[CH:7]=[CH:6][C:5]([S:8]([N:11]2[C:20]3[C:15](=[CH:16][C:17]([C:21]([OH:30])([C:26]([F:29])([F:28])[F:27])[C:22]([F:25])([F:24])[F:23])=[CH:18][CH:19]=3)[CH2:14][CH2:13][C@H:12]2[CH2:31][C:32]([NH:34][NH:35][C:36](=[O:49])[CH2:37][C:38]([NH:41]C(=O)OC(C)(C)C)([CH3:40])[CH3:39])=O)(=[O:10])=[O:9])=[CH:4][CH:3]=1.CCN(C(C)C)C(C)C.S(Cl)(C1C=CC(C)=CC=1)(=O)=O.C(O)(C(F)(F)F)=O. (8) The reactants are: [N+:1]([C:4]1[CH:5]=[C:6]2[C:11]([NH:12][C:13]3[CH:18]=[CH:17][CH:16]=[CH:15][CH:14]=3)=[C:10]([C:19]#[N:20])[CH:9]=[N:8][N:7]2[CH:21]=1)([O-:3])=[O:2].[OH-:22].[NH4+].OO. Given the product [N+:1]([C:4]1[CH:5]=[C:6]2[C:11]([NH:12][C:13]3[CH:18]=[CH:17][CH:16]=[CH:15][CH:14]=3)=[C:10]([C:19]([NH2:20])=[O:22])[CH:9]=[N:8][N:7]2[CH:21]=1)([O-:3])=[O:2], predict the reactants needed to synthesize it. (9) Given the product [CH3:22][O:21][C:19]([C:17]1[C:18]2[C:7](=[O:9])[CH:6]=[C:5]([C:4]([O:3][CH2:1][CH3:2])=[O:24])[NH:12][C:13]=2[C:14]([F:23])=[CH:15][CH:16]=1)=[O:20], predict the reactants needed to synthesize it. The reactants are: [CH2:1]([O:3][C:4](=[O:24])[C:5]([NH:12][C:13]1[CH:18]=[C:17]([C:19]([O:21][CH3:22])=[O:20])[CH:16]=[CH:15][C:14]=1[F:23])=[CH:6][C:7]([O:9]CC)=O)[CH3:2]. (10) Given the product [CH2:24]([O:23][C:21]([NH:1][C@@:2]1([C:12]([OH:14])=[O:13])[C@@H:7]([F:8])[CH2:6][C@@H:5]2[C@H:3]1[C@H:4]2[C:9]([OH:11])=[O:10])=[O:22])[CH:25]=[CH2:26], predict the reactants needed to synthesize it. The reactants are: [NH2:1][C@@:2]1([C:12]([OH:14])=[O:13])[C@@H:7]([F:8])[CH2:6][C@@H:5]2[C@H:3]1[C@H:4]2[C:9]([OH:11])=[O:10].C(=O)(O)[O-].[Na+].Cl[C:21]([O:23][CH2:24][CH:25]=[CH2:26])=[O:22].Cl.